From a dataset of Peptide-MHC class II binding affinity with 134,281 pairs from IEDB. Regression. Given a peptide amino acid sequence and an MHC pseudo amino acid sequence, predict their binding affinity value. This is MHC class II binding data. The MHC is HLA-DQA10401-DQB10402 with pseudo-sequence HLA-DQA10401-DQB10402. The binding affinity (normalized) is 0.220. The peptide sequence is ESTGGAYDTYKSIPS.